Dataset: CYP2D6 inhibition data for predicting drug metabolism from PubChem BioAssay. Task: Regression/Classification. Given a drug SMILES string, predict its absorption, distribution, metabolism, or excretion properties. Task type varies by dataset: regression for continuous measurements (e.g., permeability, clearance, half-life) or binary classification for categorical outcomes (e.g., BBB penetration, CYP inhibition). Dataset: cyp2d6_veith. (1) The compound is Cc1cc(C)cc(-n2nnnc2-c2cn(C)nc2C(F)(F)F)c1. The result is 0 (non-inhibitor). (2) The drug is NC(Cc1ccccc1)(C(=O)O)C(=O)O. The result is 0 (non-inhibitor). (3) The drug is N=C(N)SCc1ccc(Cl)c2ccccc12.O=[N+]([O-])c1c(O)c(Cl)cc(Cl)c1Cl. The result is 1 (inhibitor). (4) The drug is Nc1nc2n[nH]nc2c(=O)[nH]1. The result is 0 (non-inhibitor). (5) The result is 0 (non-inhibitor). The molecule is C1=C(CN2CCOCC2)COc2c1cccc2OC[C@@H]1CNCCO1. (6) The molecule is O=C(O)CSc1ccc([N+](=O)[O-])cc1[N+](=O)[O-]. The result is 0 (non-inhibitor). (7) The drug is Cn1cccc1C(=O)N1CCC[C@@]2(CCN(c3ccccc3)C2)C1. The result is 0 (non-inhibitor). (8) The drug is C[C@H]1/C=C\C=CCC/C=C\C=C/C=C\C=C[C@@H](O[C@H]2O[C@@H](C)[C@@H](O)[C@@H](N)[C@@H]2O)C[C@@H]2O[C@](O)(C[C@@H](O)[C@@H](O)CC[C@@H](O)C[C@@H](O)C[C@@H](O)CC(=O)O[C@@H](C)[C@@H](C)[C@H]1O)C[C@@H](O)[C@H]2C(=O)O. The result is 0 (non-inhibitor). (9) The molecule is CC(=O)N1CCC2(CC1)CN(c1ccccc1)C2. The result is 0 (non-inhibitor). (10) The drug is c1cncc(-c2nc(N3CCNCC3)c3ccccc3n2)c1. The result is 1 (inhibitor).